From a dataset of Reaction yield outcomes from USPTO patents with 853,638 reactions. Predict the reaction yield, written as a fraction of the theoretical maximum amount of product (1.0 means a 100% yield; for example, 0.34 means a 34% yield). (1) The reactants are [F:1][C:2]1[CH:14]=[CH:13][C:12]2[C:11]3[C:6](=[CH:7][CH:8]=[C:9]([F:15])[CH:10]=3)[NH:5][C:4]=2[CH:3]=1.[OH-].[K+].[CH2:18]([CH:20]1[O:22][CH2:21]1)Br. The catalyst is CN(C)C=O. The product is [F:1][C:2]1[CH:14]=[CH:13][C:12]2[C:11]3[C:6](=[CH:7][CH:8]=[C:9]([F:15])[CH:10]=3)[N:5]([CH2:18][CH:20]3[CH2:21][O:22]3)[C:4]=2[CH:3]=1. The yield is 0.940. (2) The reactants are C(O[B:5]1[O:9][C:8]([CH3:11])([CH3:10])[C:7]([CH3:13])([CH3:12])[O:6]1)(C)C.C([Li])CCC.[F:19][C:20]1[CH:21]=[C:22]([C:27]([CH3:36])([CH3:35])[C:28]([O:30][C:31]([CH3:34])([CH3:33])[CH3:32])=[O:29])[CH:23]=[C:24]([F:26])[CH:25]=1. No catalyst specified. The product is [F:19][C:20]1[CH:21]=[C:22]([C:27]([CH3:36])([CH3:35])[C:28]([O:30][C:31]([CH3:34])([CH3:33])[CH3:32])=[O:29])[CH:23]=[C:24]([F:26])[C:25]=1[B:5]1[O:6][C:7]([CH3:12])([CH3:13])[C:8]([CH3:10])([CH3:11])[O:9]1. The yield is 1.00. (3) The reactants are [CH2:1]([CH:8]([N:12]1[CH2:16][CH2:15][O:14][C:13]1=[O:17])[C:9]([O-:11])=[O:10])C1C=CC=CC=1.[CH:18]([N-]C(C)C)([CH3:20])[CH3:19].[Li+].IC.[CH2:28]1[CH2:32]O[CH2:30][CH2:29]1. No catalyst specified. The product is [O:17]=[C:13]1[N:12]([CH:8]([CH3:1])[C:9]([O:11][CH2:30][C:29]2[CH:20]=[CH:18][CH:19]=[CH:32][CH:28]=2)=[O:10])[CH2:16][CH2:15][O:14]1. The yield is 0.700. (4) The reactants are Cl.[CH2:2]([O:9][NH2:10])[C:3]1[CH:8]=[CH:7][CH:6]=[CH:5][CH:4]=1.C(=O)(O)[O-].[Na+].[C:16](O[C:16]([O:18][C:19]([CH3:22])([CH3:21])[CH3:20])=[O:17])([O:18][C:19]([CH3:22])([CH3:21])[CH3:20])=[O:17]. The catalyst is ClCCl. The product is [CH2:2]([O:9][NH:10][C:16](=[O:17])[O:18][C:19]([CH3:22])([CH3:21])[CH3:20])[C:3]1[CH:8]=[CH:7][CH:6]=[CH:5][CH:4]=1. The yield is 0.690. (5) The reactants are C[O:2][C:3](=[O:39])[C:4]1[CH:9]=[CH:8][C:7]([NH:10][CH2:11][CH2:12][C:13]2[C:21]3[C:16](=[CH:17][CH:18]=[C:19]([Cl:22])[CH:20]=3)[N:15]([CH:23]([C:30]3[CH:35]=[CH:34][CH:33]=[CH:32][CH:31]=3)[C:24]3[CH:29]=[CH:28][CH:27]=[CH:26][CH:25]=3)[C:14]=2[CH2:36][CH2:37][NH2:38])=[CH:6][CH:5]=1.[C:40]1([CH2:46][S:47](Cl)(=[O:49])=[O:48])[CH:45]=[CH:44][CH:43]=[CH:42][CH:41]=1. No catalyst specified. The product is [CH:23]([N:15]1[C:16]2[C:21](=[CH:20][C:19]([Cl:22])=[CH:18][CH:17]=2)[C:13]([CH2:12][CH2:11][NH:10][C:7]2[CH:6]=[CH:5][C:4]([C:3]([OH:2])=[O:39])=[CH:9][CH:8]=2)=[C:14]1[CH2:36][CH2:37][NH:38][S:47]([CH2:46][C:40]1[CH:45]=[CH:44][CH:43]=[CH:42][CH:41]=1)(=[O:49])=[O:48])([C:24]1[CH:29]=[CH:28][CH:27]=[CH:26][CH:25]=1)[C:30]1[CH:31]=[CH:32][CH:33]=[CH:34][CH:35]=1. The yield is 0.720. (6) The reactants are Br[C:2]1[CH:11]=[CH:10][C:5]([C:6]([O:8][CH3:9])=[O:7])=[C:4]([Cl:12])[CH:3]=1.[CH:13]1(B(O)O)[CH2:15][CH2:14]1.[O-]P([O-])([O-])=O.[K+].[K+].[K+].C1(C)C=CC=CC=1. The catalyst is C1C=CC([P]([Pd]([P](C2C=CC=CC=2)(C2C=CC=CC=2)C2C=CC=CC=2)([P](C2C=CC=CC=2)(C2C=CC=CC=2)C2C=CC=CC=2)[P](C2C=CC=CC=2)(C2C=CC=CC=2)C2C=CC=CC=2)(C2C=CC=CC=2)C2C=CC=CC=2)=CC=1.O. The product is [Cl:12][C:4]1[CH:3]=[C:2]([CH:13]2[CH2:15][CH2:14]2)[CH:11]=[CH:10][C:5]=1[C:6]([O:8][CH3:9])=[O:7]. The yield is 0.630. (7) The reactants are Cl[C:2]1[N:10]=[C:9]([C:11]2[CH:16]=[CH:15][CH:14]=[CH:13][N:12]=2)[N:8]=[C:7]2[C:3]=1[N:4]=[CH:5][N:6]2[CH3:17].C(N(CC)C(C)C)(C)C.[Cl:27][C:28]1[CH:34]=[CH:33][C:31]([NH2:32])=[CH:30][CH:29]=1. The catalyst is C(#N)C. The product is [Cl:27][C:28]1[CH:34]=[CH:33][C:31]([NH:32][C:2]2[N:10]=[C:9]([C:11]3[CH:16]=[CH:15][CH:14]=[CH:13][N:12]=3)[N:8]=[C:7]3[C:3]=2[N:4]=[CH:5][N:6]3[CH3:17])=[CH:30][CH:29]=1. The yield is 0.200. (8) The reactants are C([O:3][C:4](=[O:27])[CH2:5][O:6][C:7]1[CH:12]=[C:11]([F:13])[C:10]([CH3:14])=[CH:9][C:8]=1[C:15](=[O:26])[NH:16][CH2:17][C:18]1[CH:23]=[CH:22][C:21]([Br:24])=[CH:20][C:19]=1[F:25])C.[OH-].[Na+]. The catalyst is C(O)C. The product is [Br:24][C:21]1[CH:22]=[CH:23][C:18]([CH2:17][NH:16][C:15]([C:8]2[CH:9]=[C:10]([CH3:14])[C:11]([F:13])=[CH:12][C:7]=2[O:6][CH2:5][C:4]([OH:27])=[O:3])=[O:26])=[C:19]([F:25])[CH:20]=1. The yield is 0.980. (9) The reactants are [CH3:1][O:2][C:3](=[O:15])[C:4]1[CH:13]=[CH:12][C:11](Br)=[C:6]([C:7]([O:9][CH3:10])=[O:8])[CH:5]=1.[Cu][C:17]#[N:18].O1CCOCC1. The catalyst is [C-]#N.C([N+](CC)(CC)CC)C.C(OCC)(=O)C.C1C=CC(/C=C/C(/C=C/C2C=CC=CC=2)=O)=CC=1.C1C=CC(/C=C/C(/C=C/C2C=CC=CC=2)=O)=CC=1.C1C=CC(/C=C/C(/C=C/C2C=CC=CC=2)=O)=CC=1.[Pd].[Pd].C1(P(C2C=CC=CC=2)[C-]2C=CC=C2)C=CC=CC=1.[C-]1(P(C2C=CC=CC=2)C2C=CC=CC=2)C=CC=C1.[Fe+2]. The product is [C:17]([C:11]1[CH:12]=[CH:13][C:4]([C:3]([O:2][CH3:1])=[O:15])=[CH:5][C:6]=1[C:7]([O:9][CH3:10])=[O:8])#[N:18]. The yield is 0.800.